Dataset: Peptide-MHC class II binding affinity with 134,281 pairs from IEDB. Task: Regression. Given a peptide amino acid sequence and an MHC pseudo amino acid sequence, predict their binding affinity value. This is MHC class II binding data. The peptide sequence is EVVNDVSTFSSGLVW. The MHC is DRB1_1602 with pseudo-sequence DRB1_1602. The binding affinity (normalized) is 0.425.